Dataset: Catalyst prediction with 721,799 reactions and 888 catalyst types from USPTO. Task: Predict which catalyst facilitates the given reaction. (1) Reactant: [F:1][C:2]1[CH:9]=[CH:8][CH:7]=[CH:6][C:3]=1[NH:4][CH3:5].[S-:10]C#N.[Na+].BrBr.[Br-].[Na+].CO.C(=O)([O-])[O-].[Na+].[Na+]. Product: [F:1][C:2]1[CH:9]=[C:8]([SH:10])[CH:7]=[CH:6][C:3]=1[NH:4][CH3:5]. The catalyst class is: 5. (2) Reactant: [C:1]([C:3]1[C:8]2[N:9]([CH2:12][C:13]([OH:15])=O)[CH:10]=[N:11][C:7]=2[CH:6]=[CH:5][CH:4]=1)#[N:2].Cl.[NH2:17][CH2:18][C:19]1[CH:24]=[CH:23][C:22]([C:25]([CH3:29])([CH3:28])[C:26]#[N:27])=[C:21]([F:30])[CH:20]=1.CCN(CC)CC.CN(C(ON1N=NC2C=CC=NC1=2)=[N+](C)C)C.F[P-](F)(F)(F)(F)F. Product: [C:1]([C:3]1[C:8]2[N:9]([CH2:12][C:13]([NH:17][CH2:18][C:19]3[CH:24]=[CH:23][C:22]([C:25]([C:26]#[N:27])([CH3:29])[CH3:28])=[C:21]([F:30])[CH:20]=3)=[O:15])[CH:10]=[N:11][C:7]=2[CH:6]=[CH:5][CH:4]=1)#[N:2]. The catalyst class is: 3. (3) Reactant: [CH3:1][CH:2]([CH3:7])[CH2:3][C:4](=[O:6])[CH3:5].O.[N+:9]([CH:12]([CH:15]=O)[CH:13]=O)([O-:11])=[O:10].[Na].[OH-].[Na+]. Product: [CH:2]([C:3]1[CH:15]=[C:12]([N+:9]([O-:11])=[O:10])[CH:13]=[CH:5][C:4]=1[OH:6])([CH3:7])[CH3:1]. The catalyst class is: 40.